From a dataset of Forward reaction prediction with 1.9M reactions from USPTO patents (1976-2016). Predict the product of the given reaction. The product is: [CH3:5][O:6][C:7]1[CH:8]=[CH:9][CH:10]=[C:11]2[C:16]=1[NH:15][CH2:14][CH2:13][CH2:12]2. Given the reactants C([BH3-])#N.[Na+].[CH3:5][O:6][C:7]1[CH:8]=[CH:9][CH:10]=[C:11]2[C:16]=1[N:15]=[CH:14][CH:13]=[CH:12]2.Cl.[OH-].[NH4+], predict the reaction product.